From a dataset of Reaction yield outcomes from USPTO patents with 853,638 reactions. Predict the reaction yield, written as a fraction of the theoretical maximum amount of product (1.0 means a 100% yield; for example, 0.34 means a 34% yield). (1) The reactants are [H-].[Al+3].[Li+].[H-].[H-].[H-].[Al+3].[Cl-].[Cl-].[Cl-].[Cl:11][C:12]1[CH:17]=[CH:16][C:15]([N:18]2[C:22](=O)[C:21]3([CH2:28][CH2:27][CH2:26][CH2:25][CH2:24]3)[NH:20][C:19]2=[O:29])=[C:14]([F:30])[CH:13]=1. The catalyst is C1COCC1. The product is [Cl:11][C:12]1[CH:17]=[CH:16][C:15]([N:18]2[CH2:22][C:21]3([CH2:28][CH2:27][CH2:26][CH2:25][CH2:24]3)[NH:20][C:19]2=[O:29])=[C:14]([F:30])[CH:13]=1. The yield is 0.160. (2) The reactants are [Cl:1][C:2]1[CH:7]=[C:6]([Cl:8])[CH:5]=[C:4]([Cl:9])[C:3]=1[C:10]#[C:11][CH2:12][OH:13].[OH-].[Na+].[CH2:16]([SH:28])[CH2:17][CH2:18][CH2:19][CH2:20][CH2:21][CH2:22][CH2:23][CH2:24][CH2:25][CH2:26][CH3:27]. The catalyst is CN1CCCC1=O.C(OCC)(=O)C.O. The product is [CH2:16]([S:28][CH:12]([OH:13])[CH:11]=[CH:10][C:3]1[C:2]([Cl:1])=[CH:7][C:6]([Cl:8])=[CH:5][C:4]=1[Cl:9])[CH2:17][CH2:18][CH2:19][CH2:20][CH2:21][CH2:22][CH2:23][CH2:24][CH2:25][CH2:26][CH3:27]. The yield is 0.320. (3) The reactants are [NH2:1][C:2]1[C:3]([NH:13][CH2:14][CH2:15][CH2:16][OH:17])=[C:4]([CH:9]=[CH:10][C:11]=1[Cl:12])[C:5]([O:7][CH3:8])=[O:6].C(N(CC)CC)C.C([O:28][CH:29]([C:33]1[CH:38]=[CH:37][C:36]([Cl:39])=[CH:35][C:34]=1[Cl:40])[C:30](Cl)=O)(=O)C.C(=O)([O-])[O-].[K+].[K+]. The catalyst is O1CCCC1.C(OCC)(=O)C. The product is [Cl:12][C:11]1[C:2]2[N:1]=[C:30]([CH:29]([C:33]3[CH:38]=[CH:37][C:36]([Cl:39])=[CH:35][C:34]=3[Cl:40])[OH:28])[N:13]([CH2:14][CH2:15][CH2:16][OH:17])[C:3]=2[C:4]([C:5]([O:7][CH3:8])=[O:6])=[CH:9][CH:10]=1. The yield is 0.410.